Dataset: Full USPTO retrosynthesis dataset with 1.9M reactions from patents (1976-2016). Task: Predict the reactants needed to synthesize the given product. (1) Given the product [Br:1][C:2]1[CH:7]=[CH:6][C:5]([C:8]2[N:9]=[C:15]([C:16]([O:20][CH3:21])([O:18][CH3:19])[CH3:17])[CH:14]=[CH:13][N:10]=2)=[CH:4][CH:3]=1, predict the reactants needed to synthesize it. The reactants are: [Br:1][C:2]1[CH:7]=[CH:6][C:5]([C:8](=[NH:10])[NH2:9])=[CH:4][CH:3]=1.CN(C)/[CH:13]=[CH:14]/[C:15](=O)[C:16]([O:20][CH3:21])([O:18][CH3:19])[CH3:17]. (2) Given the product [C:1]1([S:7]([N:10]2[C:14]3=[N:15][CH:16]=[C:17]([NH:19][C:20](=[O:26])[O:21][C:22]([CH3:23])([CH3:25])[CH3:24])[CH:18]=[C:13]3[CH:12]=[C:11]2[Br:32])(=[O:9])=[O:8])[CH:2]=[CH:3][CH:4]=[CH:5][CH:6]=1, predict the reactants needed to synthesize it. The reactants are: [C:1]1([S:7]([N:10]2[C:14]3=[N:15][CH:16]=[C:17]([NH:19][C:20](=[O:26])[O:21][C:22]([CH3:25])([CH3:24])[CH3:23])[CH:18]=[C:13]3[CH:12]=[CH:11]2)(=[O:9])=[O:8])[CH:6]=[CH:5][CH:4]=[CH:3][CH:2]=1.C([Li])(C)(C)C.[Br:32]C(Cl)(Cl)C(Br)(Cl)Cl. (3) The reactants are: [CH:1]1([CH2:6][CH:7]([N:11]2[C:16](=[O:17])[CH:15]=[C:14]([O:18][C:19]3[CH:24]=[CH:23][CH:22]=[CH:21][C:20]=3[N:25]3[CH2:30][CH2:29][O:28][CH2:27][CH2:26]3)[CH:13]=[N:12]2)[C:8](O)=[O:9])[CH2:5][CH2:4][CH2:3][CH2:2]1.[NH2:31][C:32]1[CH:36]=[CH:35][N:34]([CH2:37][C:38]([CH3:41])([OH:40])[CH3:39])[N:33]=1. Given the product [CH:1]1([CH2:6][CH:7]([N:11]2[C:16](=[O:17])[CH:15]=[C:14]([O:18][C:19]3[CH:24]=[CH:23][CH:22]=[CH:21][C:20]=3[N:25]3[CH2:30][CH2:29][O:28][CH2:27][CH2:26]3)[CH:13]=[N:12]2)[C:8]([NH:31][C:32]2[CH:36]=[CH:35][N:34]([CH2:37][C:38]([OH:40])([CH3:39])[CH3:41])[N:33]=2)=[O:9])[CH2:2][CH2:3][CH2:4][CH2:5]1, predict the reactants needed to synthesize it. (4) Given the product [OH:26][C:27]1[CH:32]=[C:31]([OH:33])[CH:30]=[C:29]2[C:28]=1[C:35](=[O:39])[C:36]([O:37][CH3:38])=[C:6]([C:5]1[CH:21]=[CH:22][C:23]([O:24][CH3:25])=[C:3]([O:2][CH3:1])[CH:4]=1)[O:34]2, predict the reactants needed to synthesize it. The reactants are: [CH3:1][O:2][C:3]1[CH:4]=[C:5]([CH:21]=[CH:22][C:23]=1[O:24][CH3:25])[C:6](O[C:6](=O)[C:5]1[CH:21]=[CH:22][C:23]([O:24][CH3:25])=[C:3]([O:2][CH3:1])[CH:4]=1)=O.[OH:26][C:27]1[CH:32]=[C:31]([OH:33])[CH:30]=[C:29]([OH:34])[C:28]=1[C:35](=[O:39])[CH2:36][O:37][CH3:38].[OH-].[K+].Cl. (5) Given the product [C:1]([O:5][C:6](=[O:36])[NH:7][C@H:8]1[CH2:13][CH2:12][CH2:11][N:10]([C:14]2[CH:19]=[CH:18][C:17]([NH:20][C:21]3[C:30]4[C:25](=[CH:26][CH:27]=[C:28]([C:42]5[CH:41]=[C:40]([F:53])[C:39]([OH:54])=[C:38]([Cl:37])[CH:43]=5)[N:29]=4)[N:24]=[CH:23][C:22]=3[C:32](=[O:35])[CH2:33][CH3:34])=[CH:16][N:15]=2)[CH2:9]1)([CH3:3])([CH3:2])[CH3:4], predict the reactants needed to synthesize it. The reactants are: [C:1]([O:5][C:6](=[O:36])[NH:7][C@H:8]1[CH2:13][CH2:12][CH2:11][N:10]([C:14]2[CH:19]=[CH:18][C:17]([NH:20][C:21]3[C:30]4[C:25](=[CH:26][CH:27]=[C:28](Cl)[N:29]=4)[N:24]=[CH:23][C:22]=3[C:32](=[O:35])[CH2:33][CH3:34])=[CH:16][N:15]=2)[CH2:9]1)([CH3:4])([CH3:3])[CH3:2].[Cl:37][C:38]1[CH:43]=[C:42](B2OC(C)(C)C(C)(C)O2)[CH:41]=[C:40]([F:53])[C:39]=1[OH:54]. (6) Given the product [CH3:35][O:36][CH:37]1[CH2:40][N:39]([C:2]2[CH:3]=[C:4]([CH:25]=[CH:26][N:27]=2)[C:5]([NH:7][C:8]2[S:9][C:10]3[C:11]([N:19]4[CH2:24][CH2:23][O:22][CH2:21][CH2:20]4)=[N:12][CH:13]=[C:14]([O:17][CH3:18])[C:15]=3[N:16]=2)=[O:6])[CH2:38]1, predict the reactants needed to synthesize it. The reactants are: Br[C:2]1[CH:3]=[C:4]([CH:25]=[CH:26][N:27]=1)[C:5]([NH:7][C:8]1[S:9][C:10]2[C:11]([N:19]3[CH2:24][CH2:23][O:22][CH2:21][CH2:20]3)=[N:12][CH:13]=[C:14]([O:17][CH3:18])[C:15]=2[N:16]=1)=[O:6].C(=O)([O-])[O-].[Cs+].[Cs+].Cl.[CH3:35][O:36][CH:37]1[CH2:40][NH:39][CH2:38]1.